From a dataset of Forward reaction prediction with 1.9M reactions from USPTO patents (1976-2016). Predict the product of the given reaction. Given the reactants Br[C:2]1[CH:7]=[CH:6][CH:5]=[CH:4][CH:3]=1.[C:8]([N:11]1[C:20]2[C:15](=[CH:16][C:17]([NH:21][CH:22]3[CH2:27][CH2:26][N:25]([C:28]([O:30][C:31]([CH3:34])([CH3:33])[CH3:32])=[O:29])[CH2:24][CH2:23]3)=[CH:18][CH:19]=2)[C@H:14]([NH2:35])[C@@H:13]([CH3:36])[C@@H:12]1[CH3:37])(=[O:10])[CH3:9].CN(C1C(C2C(P(C3CCCCC3)C3CCCCC3)=CC=CC=2)=CC=CC=1)C.CC(C)([O-])C.[Na+], predict the reaction product. The product is: [C:8]([N:11]1[C:20]2[C:15](=[CH:16][C:17]([NH:21][CH:22]3[CH2:23][CH2:24][N:25]([C:28]([O:30][C:31]([CH3:34])([CH3:33])[CH3:32])=[O:29])[CH2:26][CH2:27]3)=[CH:18][CH:19]=2)[C@H:14]([NH:35][C:2]2[CH:7]=[CH:6][CH:5]=[CH:4][CH:3]=2)[C@@H:13]([CH3:36])[C@@H:12]1[CH3:37])(=[O:10])[CH3:9].